Dataset: Full USPTO retrosynthesis dataset with 1.9M reactions from patents (1976-2016). Task: Predict the reactants needed to synthesize the given product. (1) Given the product [CH3:9][NH:8][C:6]([C:5]1[CH:10]=[CH:11][C:2]2[N:1]=[C:13]([NH:14][C:15]3[S:16][C:17]4[CH:23]=[C:22]([O:24][C:25]([F:28])([F:26])[F:27])[CH:21]=[CH:20][C:18]=4[N:19]=3)[N:12]([CH3:29])[C:3]=2[CH:4]=1)=[O:7], predict the reactants needed to synthesize it. The reactants are: [NH2:1][C:2]1[CH:11]=[CH:10][C:5]([C:6]([NH:8][CH3:9])=[O:7])=[CH:4][C:3]=1[NH:12][CH3:13].[NH2:14][C:15]1[S:16][C:17]2[CH:23]=[C:22]([O:24][C:25]([F:28])([F:27])[F:26])[CH:21]=[CH:20][C:18]=2[N:19]=1.[C:29](N1C=CN=C1)(N1C=CN=C1)=S. (2) Given the product [I:1][C:2]1[CH:19]=[CH:18][C:5]2[NH:6][C:7](=[O:17])[CH2:8][CH2:9][C:10](=[O:11])[C:4]=2[CH:3]=1, predict the reactants needed to synthesize it. The reactants are: [I:1][C:2]1[CH:19]=[CH:18][C:5]2[NH:6][C:7](=[O:17])[CH2:8][CH:9](C(OCC)=O)[C:10](=[O:11])[C:4]=2[CH:3]=1.[Na+].[Cl-].O. (3) Given the product [F:21][C@@H:19]1[CH2:20][N:16]([C:14](=[O:15])[CH2:13][NH:12][C:7]23[CH2:10][CH2:11][C:4]([C:1]([NH:37][C:34]4[CH:33]=[CH:32][C:31]([CH2:30][C:27]5[CH:26]=[CH:25][CH:24]=[CH:29][CH:28]=5)=[CH:36][CH:35]=4)=[O:3])([CH2:5][CH2:6]2)[CH2:9][CH2:8]3)[C@H:17]([C:22]#[N:23])[CH2:18]1, predict the reactants needed to synthesize it. The reactants are: [C:1]([C:4]12[CH2:11][CH2:10][C:7]([NH:12][CH2:13][C:14]([N:16]3[CH2:20][C@@H:19]([F:21])[CH2:18][C@H:17]3[C:22]#[N:23])=[O:15])([CH2:8][CH2:9]1)[CH2:6][CH2:5]2)([OH:3])=O.[CH:24]1[CH:29]=[CH:28][C:27]([CH2:30][C:31]2[CH:36]=[CH:35][C:34]([NH2:37])=[CH:33][CH:32]=2)=[CH:26][CH:25]=1.